Dataset: Full USPTO retrosynthesis dataset with 1.9M reactions from patents (1976-2016). Task: Predict the reactants needed to synthesize the given product. (1) Given the product [F:23][C:24]1[CH:29]=[CH:28][CH:27]=[CH:26][C:25]=1[C:2]1[C:3]([CH3:22])=[N:4][C:5]2[C:10]([N:11]=1)=[C:9]([C:12]1[NH:20][C:19]3[CH2:18][CH2:17][NH:16][C:15](=[O:21])[C:14]=3[CH:13]=1)[CH:8]=[CH:7][CH:6]=2, predict the reactants needed to synthesize it. The reactants are: Cl[C:2]1[C:3]([CH3:22])=[N:4][C:5]2[C:10]([N:11]=1)=[C:9]([C:12]1[NH:20][C:19]3[CH2:18][CH2:17][NH:16][C:15](=[O:21])[C:14]=3[CH:13]=1)[CH:8]=[CH:7][CH:6]=2.[F:23][C:24]1[CH:29]=[CH:28][CH:27]=[CH:26][C:25]=1B(O)O.C([O-])([O-])=O.[Na+].[Na+].CO.C(Cl)Cl. (2) Given the product [CH2:30]([NH:37][C:21]([C:20]1[C:14]2[NH:13][C:12]([C:6]3[C:7](=[O:11])[NH:8][CH:9]=[CH:10][C:5]=3[NH:4][CH2:3][C@@H:2]([OH:1])[C:24]3[CH:29]=[CH:28][CH:27]=[CH:26][CH:25]=3)=[N:16][C:15]=2[CH:17]=[CH:18][CH:19]=1)=[O:22])[C:31]1[CH:36]=[CH:35][CH:34]=[CH:33][CH:32]=1, predict the reactants needed to synthesize it. The reactants are: [OH:1][C@@H:2]([C:24]1[CH:29]=[CH:28][CH:27]=[CH:26][CH:25]=1)[CH2:3][NH:4][C:5]1[CH:10]=[CH:9][NH:8][C:7](=[O:11])[C:6]=1[C:12]1[NH:13][C:14]2[C:20]([C:21](O)=[O:22])=[CH:19][CH:18]=[CH:17][C:15]=2[N:16]=1.[CH2:30]([NH2:37])[C:31]1[CH:36]=[CH:35][CH:34]=[CH:33][CH:32]=1.CCN(C(C)C)C(C)C.CN(C(ON1N=NC2C=CC=NC1=2)=[N+](C)C)C.F[P-](F)(F)(F)(F)F.FC1C=C(C=CC=1)CNC(C1C2NC(C3C(=O)NC=CC=3NC[C@@H](O)C3C=CC=CC=3)=NC=2C=CC=1)=O. (3) The reactants are: P(Cl)(Cl)(Cl)(Cl)[Cl:2].NC.[CH3:9][N:10]([CH2:15][C:16]1[O:17][C:18]2[CH:25]=[CH:24][CH:23]=[CH:22][C:19]=2[C:20]=1[CH3:21])[C:11](=[O:14])[CH:12]=[CH2:13].CCN(C(C)C)C(C)C.CC1C=CC=CC=1P(C1C=CC=CC=1C)C1C=CC=CC=1C.Cl.Br[C:59]1[CH:68]=[N:67][C:66]2[NH:65]/[C:64](=[N:69]/[CH3:70])/[C:63]([CH3:72])([CH3:71])[O:62][C:61]=2[CH:60]=1.ClC(Cl)C.BrC1C=NC2NC(=O)C(C)(C)OC=2C=1. Given the product [ClH:2].[CH3:71][C:63]1([CH3:72])[O:62][C:61]2[CH:60]=[C:59](/[CH:13]=[CH:12]/[C:11]([N:10]([CH3:9])[CH2:15][C:16]3[O:17][C:18]4[CH:25]=[CH:24][CH:23]=[CH:22][C:19]=4[C:20]=3[CH3:21])=[O:14])[CH:68]=[N:67][C:66]=2[NH:65]/[C:64]/1=[N:69]/[CH3:70], predict the reactants needed to synthesize it.